Task: Predict the reactants needed to synthesize the given product.. Dataset: Full USPTO retrosynthesis dataset with 1.9M reactions from patents (1976-2016) (1) The reactants are: [F:1][C:2]1[CH:7]=[CH:6][C:5](B(O)O)=[CH:4][C:3]=1[CH:11]=[O:12].FC(F)(F)S(O[C:19]1[C:28]2[C:23](=[CH:24][C:25]([O:29][CH3:30])=[CH:26][CH:27]=2)[O:22][C:21](=[O:31])[CH:20]=1)(=O)=O.[O-]P([O-])([O-])=O.[K+].[K+].[K+]. Given the product [F:1][C:2]1[CH:7]=[CH:6][C:5]([C:19]2[C:28]3[C:23](=[CH:24][C:25]([O:29][CH3:30])=[CH:26][CH:27]=3)[O:22][C:21](=[O:31])[CH:20]=2)=[CH:4][C:3]=1[CH:11]=[O:12], predict the reactants needed to synthesize it. (2) Given the product [CH2:6]([CH:2]1[O:1][C:26](=[O:17])[CH:25]([CH2:24][CH2:23][CH:22]=[CH2:21])[O:4][C:3]1=[O:5])[CH2:7][CH:8]=[CH2:9], predict the reactants needed to synthesize it. The reactants are: [OH:1][CH:2]([CH2:6][CH2:7][CH:8]=[CH2:9])[C:3]([OH:5])=[O:4].C1(C)C=CC(S(O)(=O)=[O:17])=CC=1.[C:21]1(C)[CH:26]=[CH:25][CH:24]=[CH:23][CH:22]=1. (3) Given the product [CH3:1][N:2]([CH2:16][C:17]1[CH:18]=[C:19]2[C:24](=[CH:25][CH:26]=1)[N:23]=[CH:22][CH:21]=[N:20]2)[C:3]([C:5]1[S:6][C:7]([C:10](=[O:15])[C:11]([F:14])([F:13])[F:12])=[CH:8][N:9]=1)=[O:4], predict the reactants needed to synthesize it. The reactants are: [CH3:1][N:2]([CH2:16][C:17]1[CH:18]=[C:19]2[C:24](=[CH:25][CH:26]=1)[N:23]=[CH:22][CH:21]=[N:20]2)[C:3]([C:5]1[S:6][C:7]([CH:10]([OH:15])[C:11]([F:14])([F:13])[F:12])=[CH:8][N:9]=1)=[O:4].CC(OI1(OC(C)=O)(OC(C)=O)OC(=O)C2C=CC=CC1=2)=O. (4) Given the product [Cl:1][C:2]1[CH:8]=[C:7]([CH:9]2[CH2:10][CH2:11][C:12]3([O:13][CH2:14][CH2:15][O:16]3)[CH2:17][CH2:18]2)[CH:6]=[CH:5][C:3]=1[NH2:4], predict the reactants needed to synthesize it. The reactants are: [Cl:1][C:2]1[CH:8]=[C:7]([C:9]2[CH2:18][CH2:17][C:12]3([O:16][CH2:15][CH2:14][O:13]3)[CH2:11][CH:10]=2)[CH:6]=[CH:5][C:3]=1[NH2:4].